Predict the reactants needed to synthesize the given product. From a dataset of Full USPTO retrosynthesis dataset with 1.9M reactions from patents (1976-2016). (1) Given the product [CH:7](/[C:4]1[C:3]([SH:9])=[C:2]([CH3:1])[O:6][CH:5]=1)=[CH:14]\[CH:15]=[CH:10]/[CH:11]=[CH:12]\[CH3:13], predict the reactants needed to synthesize it. The reactants are: [CH3:1][C:2]1[O:6][CH:5]=[C:4]([CH:7]=O)[C:3]=1[SH:9].[C:10]1(P([C:10]2[CH:15]=[CH:14][CH:13]=[CH:12][CH:11]=2)[C:10]2[CH:15]=[CH:14][CH:13]=[CH:12][CH:11]=2)[CH:15]=[CH:14][CH:13]=[CH:12][CH:11]=1.C([Li])CCC. (2) Given the product [CH3:34][S:35][C:2]1[CH:3]=[C:4]([C:12]([F:15])([F:14])[F:13])[C:5]([C:8]([OH:10])=[O:9])=[CH:6][N:7]=1, predict the reactants needed to synthesize it. The reactants are: Cl[C:2]1[N:7]=[CH:6][C:5]([C:8]([O:10]C)=[O:9])=[C:4]([C:12]([F:15])([F:14])[F:13])[CH:3]=1.C1OCCOCCOCCOCCOCCOC1.[CH3:34][S-:35]. (3) Given the product [CH2:12]([O:11][C:9](=[O:10])[C:7]1[CH:8]=[C:3]([C:1]#[N:2])[C:4]([N:16]2[CH2:17][CH:18]([C:20](=[O:21])[NH:35][S:32]([CH2:31][C:28]3[CH:27]=[CH:26][C:25]([C:24]([F:23])([F:37])[F:36])=[CH:30][CH:29]=3)(=[O:33])=[O:34])[CH2:19]2)=[N:5][C:6]=1[O:14][CH3:15])[CH3:13], predict the reactants needed to synthesize it. The reactants are: [C:1]([C:3]1[C:4]([N:16]2[CH2:19][CH:18]([C:20](O)=[O:21])[CH2:17]2)=[N:5][C:6]([O:14][CH3:15])=[C:7]([C:9]([O:11][CH2:12][CH3:13])=[O:10])[CH:8]=1)#[N:2].[F:23][C:24]([F:37])([F:36])[C:25]1[CH:30]=[CH:29][C:28]([CH2:31][S:32]([NH2:35])(=[O:34])=[O:33])=[CH:27][CH:26]=1. (4) Given the product [CH:24]1([O:23][C:16]2[C:17]([O:21][CH3:22])=[CH:18][CH:19]=[C:20]3[C:15]=2[N:14]=[CH:13][CH:12]=[C:11]3[NH:8][C:7]2[C:6]([Cl:9])=[CH:5][N:4]=[CH:3][C:2]=2[Cl:1])[CH2:25][CH2:26][CH2:27][CH2:28]1, predict the reactants needed to synthesize it. The reactants are: [Cl:1][C:2]1[CH:3]=[N:4][CH:5]=[C:6]([Cl:9])[C:7]=1[NH2:8].Cl[C:11]1[C:20]2[C:15](=[C:16]([O:23][CH:24]3[CH2:28][CH2:27][CH2:26][CH2:25]3)[C:17]([O:21][CH3:22])=[CH:18][CH:19]=2)[N:14]=[CH:13][CH:12]=1. (5) Given the product [Cl:1][CH:9]([C:8](=[O:14])[CH2:7][CH3:6])[C:10](=[O:13])[CH2:11][CH3:12], predict the reactants needed to synthesize it. The reactants are: [Cl:1][Si](C)(C)C.[CH3:6][CH2:7][C:8](=[O:14])[CH2:9][C:10](=[O:13])[CH2:11][CH3:12].CS(C)=O. (6) Given the product [C:10]([O:5][CH2:4][CH2:3][CH:2]([SH:1])[CH2:6][CH2:7][CH2:8][CH3:9])(=[O:12])[CH3:11], predict the reactants needed to synthesize it. The reactants are: [SH:1][C@@H:2]([CH2:6][CH2:7][CH2:8][CH3:9])[CH2:3][CH2:4][OH:5].[C:10](Cl)(=[O:12])[CH3:11].